From a dataset of Reaction yield outcomes from USPTO patents with 853,638 reactions. Predict the reaction yield, written as a fraction of the theoretical maximum amount of product (1.0 means a 100% yield; for example, 0.34 means a 34% yield). (1) The reactants are [CH2:1]([N:8]([CH2:25][C:26]1[CH:31]=[CH:30][CH:29]=[CH:28][CH:27]=1)[C@@H:9]([CH2:18][C:19]1[CH:24]=[CH:23][CH:22]=[CH:21][CH:20]=1)[C@@H:10]([C:12]1[CH:17]=[CH:16][CH:15]=[CH:14][N:13]=1)[OH:11])[C:2]1[CH:7]=[CH:6][CH:5]=[CH:4][CH:3]=1.C(O)(=O)C.[H][H]. The catalyst is [Pt].CO. The product is [CH2:25]([N:8]([CH2:1][C:2]1[CH:3]=[CH:4][CH:5]=[CH:6][CH:7]=1)[CH:9]([CH2:18][C:19]1[CH:20]=[CH:21][CH:22]=[CH:23][CH:24]=1)[C@@H:10]([C@@H:12]1[CH2:17][CH2:16][CH2:15][CH2:14][NH:13]1)[OH:11])[C:26]1[CH:27]=[CH:28][CH:29]=[CH:30][CH:31]=1. The yield is 0.940. (2) The reactants are [CH:1]1([NH:4][C:5]([C:7]2[S:19][C:10]3=[N:11][C:12]([O:17]C)=[C:13]([Cl:16])[C:14]([CH3:15])=[C:9]3[C:8]=2[NH2:20])=[O:6])[CH2:3][CH2:2]1.C[S-].[Na+]. The catalyst is CN(C=O)C. The product is [CH:1]1([NH:4][C:5]([C:7]2[S:19][C:10]3=[N:11][C:12]([OH:17])=[C:13]([Cl:16])[C:14]([CH3:15])=[C:9]3[C:8]=2[NH2:20])=[O:6])[CH2:3][CH2:2]1. The yield is 0.860. (3) The reactants are [Cl:1][C:2]1[C:3](Cl)=[N:4][CH:5]=[C:6]([CH:10]=1)[C:7]([OH:9])=[O:8].[F:12][C:13]([F:19])([CH:16]([F:18])[F:17])[CH2:14][OH:15]. No catalyst specified. The product is [Cl:1][C:2]1[C:3]([O:15][CH2:14][C:13]([F:19])([F:12])[CH:16]([F:18])[F:17])=[N:4][CH:5]=[C:6]([CH:10]=1)[C:7]([OH:9])=[O:8]. The yield is 0.970. (4) The reactants are C([O:8][C:9](=[O:39])[CH2:10][NH:11][C:12](=[O:38])[C@@H:13]([NH:18][C:19]([C:21]1[C:29]2[C:24](=[CH:25][CH:26]=[CH:27][CH:28]=2)[N:23]([CH2:30][C:31]2[CH:36]=[CH:35][C:34]([F:37])=[CH:33][CH:32]=2)[N:22]=1)=[O:20])[C:14]([CH3:17])([CH3:16])[CH3:15])C1C=CC=CC=1.C(OCC)(=O)C.II. The catalyst is C(O)C.[Pd]. The product is [F:37][C:34]1[CH:35]=[CH:36][C:31]([CH2:30][N:23]2[C:24]3[C:29](=[CH:28][CH:27]=[CH:26][CH:25]=3)[C:21]([C:19]([NH:18][C@H:13]([C:12]([NH:11][CH2:10][C:9]([OH:39])=[O:8])=[O:38])[C:14]([CH3:17])([CH3:16])[CH3:15])=[O:20])=[N:22]2)=[CH:32][CH:33]=1. The yield is 0.506. (5) The reactants are [CH3:1]C(C)([O-])C.[K+].[NH:7]1[C:15]2[C:10](=[CH:11][CH:12]=[CH:13][CH:14]=2)[CH:9]=[CH:8]1.C(OC)(=O)C(OC)=O. The catalyst is CN(C=O)C. The yield is 0.440. The product is [CH3:1][N:7]1[C:15]2[C:10](=[CH:11][CH:12]=[CH:13][CH:14]=2)[CH:9]=[CH:8]1. (6) The reactants are [CH3:1][N:2]1[C:6]([C:7](=[N:14][O:15][CH2:16][C:17]2[N:22]=[C:21]([N:23]3C(=O)C4C(=CC=CC=4)C3=O)[CH:20]=[CH:19][CH:18]=2)[C:8]2[CH:13]=[CH:12][CH:11]=[CH:10][CH:9]=2)=[N:5][CH:4]=[N:3]1.O.NN. The catalyst is C1COCC1. The product is [CH3:1][N:2]1[C:6]([C:7](=[N:14][O:15][CH2:16][C:17]2[N:22]=[C:21]([NH2:23])[CH:20]=[CH:19][CH:18]=2)[C:8]2[CH:9]=[CH:10][CH:11]=[CH:12][CH:13]=2)=[N:5][CH:4]=[N:3]1. The yield is 0.990. (7) The reactants are [CH2:1]([O:3][C:4]1[CH:9]=[CH:8][N:7]=[C:6]([OH:10])[CH:5]=1)[CH3:2].C1C(=O)N([I:18])C(=O)C1. The catalyst is CN(C=O)C. The product is [CH2:1]([O:3][C:4]1[C:9]([I:18])=[CH:8][N:7]=[C:6]([OH:10])[CH:5]=1)[CH3:2]. The yield is 0.239. (8) The reactants are [CH:1]1([N:4]2[C:13]3[C:8](=[CH:9][CH:10]=[CH:11][CH:12]=3)[NH:7][C:6](=O)[C:5]2=O)[CH2:3][CH2:2]1.B.O1CCCC1. The catalyst is O1CCCC1. The product is [CH:1]1([N:4]2[C:13]3[C:8](=[CH:9][CH:10]=[CH:11][CH:12]=3)[NH:7][CH2:6][CH2:5]2)[CH2:3][CH2:2]1. The yield is 0.490.